Dataset: Catalyst prediction with 721,799 reactions and 888 catalyst types from USPTO. Task: Predict which catalyst facilitates the given reaction. (1) Reactant: [NH2:1][C:2]1[N:6]=[N:5][N:4]([S:7][CH2:8][C:9]2[CH:14]=[CH:13][CH:12]=[CH:11][CH:10]=2)[CH:3]=1.[OH-].[Na+].[N+]([O-])([O-])=O.[Ag+:21]. Product: [Ag:21].[NH2:1][C:2]1[N:6]=[N:5][N:4]([S:7][CH2:8][C:9]2[CH:10]=[CH:11][CH:12]=[CH:13][CH:14]=2)[CH:3]=1. The catalyst class is: 6. (2) Reactant: [NH2:1][C:2]1[CH:6]=[CH:5][NH:4][N:3]=1.[OH-].[K+].Br[CH2:10][CH:11]1[CH2:13][CH2:12]1. Product: [CH:11]1([CH2:10][N:4]2[CH:5]=[CH:6][C:2]([NH2:1])=[N:3]2)[CH2:13][CH2:12]1. The catalyst class is: 550. (3) Reactant: Br[C:2]1[S:6][C:5]([C:7]([N:9]([C:11]2[CH:16]=[CH:15][CH:14]=[C:13]([O:17][CH3:18])[CH:12]=2)[CH3:10])=[O:8])=[CH:4][CH:3]=1.[CH3:19][O:20][C:21]1[CH:26]=[CH:25][CH:24]=[CH:23][C:22]=1B(O)O. Product: [CH3:19][O:20][C:21]1[CH:26]=[CH:25][CH:24]=[CH:23][C:22]=1[C:2]1[S:6][C:5]([C:7]([N:9]([C:11]2[CH:16]=[CH:15][CH:14]=[C:13]([O:17][CH3:18])[CH:12]=2)[CH3:10])=[O:8])=[CH:4][CH:3]=1. The catalyst class is: 492. (4) Reactant: S(C1C=CC(C)=CC=1)(O)(=O)=O.[NH:12]1[CH2:16][CH2:15][N:14]=[C:13]1[NH2:17].[Na].[NH2:19][C:20]1[C:21]([C:28](OC(C)=CC(=O)NC(C)(C)C)=[O:29])=[N:22][C:23]([Cl:27])=[C:24]([NH2:26])[N:25]=1. The catalyst class is: 41. Product: [NH2:19][C:20]1[C:21]([C:28]([NH:17][C:13]2[NH:14][CH2:15][CH2:16][N:12]=2)=[O:29])=[N:22][C:23]([Cl:27])=[C:24]([NH2:26])[N:25]=1. (5) Reactant: [CH3:1][CH:2]([C:4]([C:23]1[CH:28]=[CH:27][C:26]([O:29][CH3:30])=[C:25]([O:31][CH3:32])[CH:24]=1)([C:21]#[N:22])[CH2:5][CH2:6][CH2:7][NH:8][CH2:9][CH2:10][C:11]1[CH:16]=[CH:15][C:14]([O:17][CH3:18])=[C:13]([O:19][CH3:20])[CH:12]=1)[CH3:3].Cl.C([O-])([O-])=O.[K+].[K+]. Product: [CH3:3][CH:2]([C:4]([C:23]1[CH:28]=[CH:27][C:26]([O:29][CH3:30])=[C:25]([O:31][CH3:32])[CH:24]=1)([C:21]#[N:22])[CH2:5][CH2:6][CH2:7][NH:8][CH2:9][CH2:10][C:11]1[CH:16]=[CH:15][C:14]([O:17][CH3:18])=[C:13]([O:19][CH3:20])[CH:12]=1)[CH3:1]. The catalyst class is: 6. (6) Reactant: [N:1]1[CH:6]=[CH:5][CH:4]=[C:3]([NH:7][C:8]([C:10]2[CH:11]=[C:12]3[C:16](=[CH:17][CH:18]=2)[NH:15][C:14]2[C:19](=[O:25])[NH:20][CH2:21][CH2:22][C:23](=O)[C:13]3=2)=[O:9])[CH:2]=1.Cl.[NH2:27][OH:28].N1C=CC=CC=1. Product: [N:1]1[CH:6]=[CH:5][CH:4]=[C:3]([NH:7][C:8]([C:10]2[CH:11]=[C:12]3[C:16](=[CH:17][CH:18]=2)[NH:15][C:14]2[C:19](=[O:25])[NH:20][CH2:21][CH2:22][C:23](=[N:27][OH:28])[C:13]3=2)=[O:9])[CH:2]=1. The catalyst class is: 24. (7) Reactant: [F:1][C:2]1[CH:37]=[CH:36][CH:35]=[C:34]([F:38])[C:3]=1[CH2:4][CH2:5][CH2:6][O:7][C:8]([NH:10][C:11]1[S:12][C:13]([C:25]2[CH:30]=[CH:29][C:28]([N+:31]([O-:33])=[O:32])=[CH:27][CH:26]=2)=[C:14]([CH2:21][N:22]([CH3:24])[CH3:23])[C:15]=1[C:16]([O:18]CC)=[O:17])=[O:9].C(O)C.[OH-].[K+].Cl. Product: [F:1][C:2]1[CH:37]=[CH:36][CH:35]=[C:34]([F:38])[C:3]=1[CH2:4][CH2:5][CH2:6][O:7][C:8]([NH:10][C:11]1[S:12][C:13]([C:25]2[CH:30]=[CH:29][C:28]([N+:31]([O-:33])=[O:32])=[CH:27][CH:26]=2)=[C:14]([CH2:21][N:22]([CH3:23])[CH3:24])[C:15]=1[C:16]([OH:18])=[O:17])=[O:9]. The catalyst class is: 6. (8) Reactant: [CH2:1]([O:8][C:9]([NH:11][CH2:12][C:13]([OH:15])=O)=[O:10])[C:2]1[CH:7]=[CH:6][CH:5]=[CH:4][CH:3]=1.[CH3:16][C:17]1[CH:21]=[C:20]([CH3:22])[NH:19][C:18]=1[CH:23]=[C:24]1[C:32]2[C:27](=[CH:28][CH:29]=[CH:30][CH:31]=2)[NH:26][C:25]1=[O:33].CN(C1C=CC=CN=1)C.CCOCC. Product: [CH3:16][C:17]1[CH:21]=[C:20]([CH3:22])[NH:19][C:18]=1/[CH:23]=[C:24]1\[C:25](=[O:33])[N:26]([C:13](=[O:15])[CH2:12][NH:11][C:9](=[O:10])[O:8][CH2:1][C:2]2[CH:3]=[CH:4][CH:5]=[CH:6][CH:7]=2)[C:27]2[C:32]\1=[CH:31][CH:30]=[CH:29][CH:28]=2. The catalyst class is: 3.